Dataset: Merck oncology drug combination screen with 23,052 pairs across 39 cell lines. Task: Regression. Given two drug SMILES strings and cell line genomic features, predict the synergy score measuring deviation from expected non-interaction effect. Drug 1: CN(C)C(=N)N=C(N)N. Drug 2: COC1=C2CC(C)CC(OC)C(O)C(C)C=C(C)C(OC(N)=O)C(OC)C=CC=C(C)C(=O)NC(=CC1=O)C2=O. Cell line: LNCAP. Synergy scores: synergy=27.3.